Task: Predict the reactants needed to synthesize the given product.. Dataset: Retrosynthesis with 50K atom-mapped reactions and 10 reaction types from USPTO The reactants are: CN1CCN(c2cc(N)ccn2)CC1.O=S(=O)(Cl)c1cccc(OC(F)F)c1. Given the product CN1CCN(c2cc(NS(=O)(=O)c3cccc(OC(F)F)c3)ccn2)CC1, predict the reactants needed to synthesize it.